This data is from Forward reaction prediction with 1.9M reactions from USPTO patents (1976-2016). The task is: Predict the product of the given reaction. (1) The product is: [CH2:25]([O:27][C:28]([C:30]1([C:33]2[CH:38]=[CH:37][C:36]([C:2]3[CH:3]=[CH:4][C:5]([C:8]4[O:12][N:11]=[C:10]([CH3:13])[C:9]=4[NH:14][CH:15]4[CH2:24][CH2:23][C:22]5[C:17](=[CH:18][CH:19]=[CH:20][CH:21]=5)[CH2:16]4)=[CH:6][CH:7]=3)=[CH:35][CH:34]=2)[CH2:31][CH2:32]1)=[O:29])[CH3:26]. Given the reactants Br[C:2]1[CH:7]=[CH:6][C:5]([C:8]2[O:12][N:11]=[C:10]([CH3:13])[C:9]=2[NH:14][CH:15]2[CH2:24][CH2:23][C:22]3[C:17](=[CH:18][CH:19]=[CH:20][CH:21]=3)[CH2:16]2)=[CH:4][CH:3]=1.[CH2:25]([O:27][C:28]([C:30]1([C:33]2[CH:38]=[CH:37][C:36](B3OC(C)(C)C(C)(C)O3)=[CH:35][CH:34]=2)[CH2:32][CH2:31]1)=[O:29])[CH3:26], predict the reaction product. (2) Given the reactants [Cl:1][C:2]1[S:6][C:5]([C:7]2[N:12]=[C:11]([NH:13][C:14]3[CH:19]=[CH:18][C:17]([CH2:20][C:21]#[N:22])=[CH:16][CH:15]=3)[C:10]([CH2:23][CH3:24])=[C:9]([CH3:25])[N:8]=2)=[CH:4][CH:3]=1.[N:26]([Si](C)(C)C)=[N+:27]=[N-:28].O.O.O.[F-].C([N+](CCCC)(CCCC)CCCC)CCC.[ClH:54], predict the reaction product. The product is: [Cl:1][C:2]1[S:6][C:5]([C:7]2[N:12]=[C:11]([NH:13][C:14]3[CH:19]=[CH:18][C:17]([CH2:20][C:21]4[NH:28][N:27]=[N:26][N:22]=4)=[CH:16][CH:15]=3)[C:10]([CH2:23][CH3:24])=[C:9]([CH3:25])[N:8]=2)=[CH:4][CH:3]=1.[ClH:54]. (3) Given the reactants Cl[C:2]1[N:11]=[CH:10][C:9]([CH:12]2[CH2:14][CH2:13]2)=[CH:8][C:3]=1[C:4]([O:6][CH3:7])=[O:5].[CH2:15]([N:19]1[C:27]2[C:22](=[CH:23][C:24]([NH2:28])=[CH:25][CH:26]=2)[CH:21]=[N:20]1)[CH:16]([CH3:18])[CH3:17].C(=O)([O-])[O-].[Cs+].[Cs+].C(OCCCC)(=O)C, predict the reaction product. The product is: [CH:12]1([C:9]2[CH:10]=[N:11][C:2]([NH:28][C:24]3[CH:23]=[C:22]4[C:27](=[CH:26][CH:25]=3)[N:19]([CH2:15][CH:16]([CH3:18])[CH3:17])[N:20]=[CH:21]4)=[C:3]([CH:8]=2)[C:4]([O:6][CH3:7])=[O:5])[CH2:14][CH2:13]1.